From a dataset of Catalyst prediction with 721,799 reactions and 888 catalyst types from USPTO. Predict which catalyst facilitates the given reaction. (1) Reactant: [Cl-].[CH2:2]([O:4][C:5]([C:7]1[CH:8]([C:33]2[CH:38]=[CH:37][CH:36]=[C:35]([CH2:39][C:40]([OH:42])=O)[CH:34]=2)[C:9]2[C:22](=[O:23])[O:21][CH:20]([C:24]3[C:29]([CH3:30])=[CH:28][C:27]([CH3:31])=[CH:26][C:25]=3[CH3:32])[CH2:19][C:10]=2[NH:11][C:12]=1[CH2:13][O:14][C:15]([CH3:18])([CH3:17])[CH3:16])=[O:6])[CH3:3].[NH3:43]. Product: [CH2:2]([O:4][C:5]([C:7]1[CH:8]([C:33]2[CH:38]=[CH:37][CH:36]=[C:35]([CH2:39][C:40](=[O:42])[NH2:43])[CH:34]=2)[C:9]2[C:22](=[O:23])[O:21][CH:20]([C:24]3[C:25]([CH3:32])=[CH:26][C:27]([CH3:31])=[CH:28][C:29]=3[CH3:30])[CH2:19][C:10]=2[NH:11][C:12]=1[CH2:13][O:14][C:15]([CH3:18])([CH3:17])[CH3:16])=[O:6])[CH3:3]. The catalyst class is: 98. (2) Reactant: [F:1][C:2]1[CH:3]=[C:4]([OH:17])[CH:5]=[CH:6][C:7]=1[B:8]1[O:12][C:11]([CH3:14])([CH3:13])[C:10]([CH3:16])([CH3:15])[O:9]1.CC1C=CC(S(O[CH2:29][C@H:30]2[CH2:34][O:33][C:32]([CH3:36])([CH3:35])[O:31]2)(=O)=O)=CC=1.C([O-])([O-])=O.[K+].[K+]. Product: [CH3:35][C:32]1([CH3:36])[O:31][C@@H:30]([CH2:29][O:17][C:4]2[CH:5]=[CH:6][C:7]([B:8]3[O:12][C:11]([CH3:13])([CH3:14])[C:10]([CH3:16])([CH3:15])[O:9]3)=[C:2]([F:1])[CH:3]=2)[CH2:34][O:33]1. The catalyst class is: 18. (3) Reactant: [CH3:1][O:2][C:3](=[O:6])[CH2:4][NH2:5].C(N(CC)CC)C.[F:14][C:15]1[CH:38]=[CH:37][C:18]([CH2:19][N:20]([CH2:28][C:29](=O)[CH2:30][CH2:31][N:32]([O:34][CH3:35])[CH3:33])[C:21](=[O:27])[O:22][C:23]([CH3:26])([CH3:25])[CH3:24])=[CH:17][CH:16]=1.C(O[BH-](OC(=O)C)OC(=O)C)(=O)C.[Na+].C(O)(=O)C.C([O-])(O)=O.[Na+]. Product: [C:23]([O:22][C:21]([N:20]([CH2:28][CH:29]([NH:5][CH2:4][C:3]([O:2][CH3:1])=[O:6])[CH2:30][CH2:31][N:32]([O:34][CH3:35])[CH3:33])[CH2:19][C:18]1[CH:17]=[CH:16][C:15]([F:14])=[CH:38][CH:37]=1)=[O:27])([CH3:26])([CH3:25])[CH3:24]. The catalyst class is: 1.